Dataset: Peptide-MHC class II binding affinity with 134,281 pairs from IEDB. Task: Regression. Given a peptide amino acid sequence and an MHC pseudo amino acid sequence, predict their binding affinity value. This is MHC class II binding data. (1) The peptide sequence is LEAKATFYGSNPRGA. The MHC is DRB1_0301 with pseudo-sequence DRB1_0301. The binding affinity (normalized) is 0. (2) The MHC is DRB1_1501 with pseudo-sequence DRB1_1501. The peptide sequence is YAQMWLLLYFHRRDLRLM. The binding affinity (normalized) is 0.158. (3) The peptide sequence is TSKLDAAYKLAYKTAEGATP. The MHC is DRB1_0401 with pseudo-sequence DRB1_0401. The binding affinity (normalized) is 0.209. (4) The peptide sequence is KQCFRKLPVNRPIDW. The MHC is DRB1_0802 with pseudo-sequence DRB1_0802. The binding affinity (normalized) is 0.374. (5) The peptide sequence is METLKKAGLIIGEML. The MHC is DRB1_0101 with pseudo-sequence DRB1_0101. The binding affinity (normalized) is 0.544.